Dataset: Catalyst prediction with 721,799 reactions and 888 catalyst types from USPTO. Task: Predict which catalyst facilitates the given reaction. (1) Reactant: [C:1]([O:5][C:6](=[O:25])[NH:7][C:8]1[CH2:9][O:10][CH2:11][C@:12]([C:17]2[CH:22]=[C:21]([NH2:23])[CH:20]=[CH:19][C:18]=2[F:24])([CH:14]([F:16])[F:15])[N:13]=1)([CH3:4])([CH3:3])[CH3:2].[C:26]([C:28]1[CH:29]=[C:30]([CH3:37])[C:31]([C:34](O)=[O:35])=[N:32][CH:33]=1)#[N:27].CN1CCOCC1.ClC(OCC(C)C)=O. Product: [C:1]([O:5][C:6](=[O:25])[NH:7][C:8]1[CH2:9][O:10][CH2:11][C@:12]([C:17]2[CH:22]=[C:21]([NH:23][C:34]([C:31]3[C:30]([CH3:37])=[CH:29][C:28]([C:26]#[N:27])=[CH:33][N:32]=3)=[O:35])[CH:20]=[CH:19][C:18]=2[F:24])([CH:14]([F:16])[F:15])[N:13]=1)([CH3:4])([CH3:2])[CH3:3]. The catalyst class is: 1. (2) Reactant: C([O:8][C:9](=[O:44])[NH:10][C@H:11]1[C@H:16]([C:17]2[CH:22]=[C:21]([F:23])[C:20]([F:24])=[CH:19][C:18]=2[F:25])[CH2:15][C:14](=[O:26])[N:13](C(C2C=CC(OC)=CC=2)C2C=CC(OC)=CC=2)[CH2:12]1)C1C=CC=CC=1.[C:45](OC(OC(O[C:45]([CH3:48])([CH3:47])[CH3:46])=O)=O)([CH3:48])([CH3:47])[CH3:46].[H][H]. Product: [C:45]([O:8][C:9](=[O:44])[NH:10][C@@H:11]1[C@@H:16]([C:17]2[CH:22]=[C:21]([F:23])[C:20]([F:24])=[CH:19][C:18]=2[F:25])[CH2:15][C:14](=[O:26])[NH:13][CH2:12]1)([CH3:48])([CH3:47])[CH3:46]. The catalyst class is: 293. (3) The catalyst class is: 8. Product: [ClH:22].[Cl:22][C:21]1[N:5]2[CH:6]=[CH:7][CH:8]=[C:9]([O:10][CH2:11][C:12]3([C:15]4[CH:20]=[CH:19][CH:18]=[CH:17][CH:16]=4)[CH2:14][CH2:13]3)[C:4]2=[N:3][C:2]=1[CH3:1]. Reactant: [CH3:1][C:2]1[N:3]=[C:4]2[C:9]([O:10][CH2:11][C:12]3([C:15]4[CH:20]=[CH:19][CH:18]=[CH:17][CH:16]=4)[CH2:14][CH2:13]3)=[CH:8][CH:7]=[CH:6][N:5]2[CH:21]=1.[Cl:22]N1C(=O)CCC1=O. (4) Reactant: Cl[C:2]1[N:7]=[C:6]([C:8]2[N:12]3[CH:13]=[CH:14][CH:15]=[CH:16][C:11]3=[N:10][C:9]=2[C:17]2[CH:18]=[CH:19][C:20]([O:34][CH3:35])=[C:21]([CH:33]=2)[C:22]([NH:24][C:25]2[C:30]([F:31])=[CH:29][CH:28]=[CH:27][C:26]=2[F:32])=[O:23])[CH:5]=[CH:4][N:3]=1.[CH3:36][O:37][C:38]1[CH:44]=[C:43]([CH2:45][CH2:46][N:47]2[CH2:52][CH2:51][N:50]([CH3:53])[CH2:49][CH2:48]2)[CH:42]=[CH:41][C:39]=1[NH2:40].C1(C)C=CC(S(O)(=O)=O)=CC=1.C[O-].[Na+]. Product: [F:32][C:26]1[CH:27]=[CH:28][CH:29]=[C:30]([F:31])[C:25]=1[NH:24][C:22](=[O:23])[C:21]1[CH:33]=[C:17]([C:9]2[N:10]=[C:11]3[CH:16]=[CH:15][CH:14]=[CH:13][N:12]3[C:8]=2[C:6]2[CH:5]=[CH:4][N:3]=[C:2]([NH:40][C:39]3[CH:41]=[CH:42][C:43]([CH2:45][CH2:46][N:47]4[CH2:48][CH2:49][N:50]([CH3:53])[CH2:51][CH2:52]4)=[CH:44][C:38]=3[O:37][CH3:36])[N:7]=2)[CH:18]=[CH:19][C:20]=1[O:34][CH3:35]. The catalyst class is: 812. (5) Reactant: [C:1]([O:4][C@H:5]1[O:18][C@H:17]([CH2:19][O:20][C:21](=[O:23])[CH3:22])[C@@H:12]([O:13][C:14](=[O:16])[CH3:15])[C@H:7]([O:8][C:9](=[O:11])[CH3:10])[C@H:6]1[N:24]=[N+]=[N-])(=[O:3])[CH3:2]. Product: [C:1]([O:4][C@H:5]1[O:18][C@H:17]([CH2:19][O:20][C:21](=[O:23])[CH3:22])[C@@H:12]([O:13][C:14](=[O:16])[CH3:15])[C@H:7]([O:8][C:9](=[O:11])[CH3:10])[C@H:6]1[NH2:24])(=[O:3])[CH3:2]. The catalyst class is: 99.